Regression. Given two drug SMILES strings and cell line genomic features, predict the synergy score measuring deviation from expected non-interaction effect. From a dataset of NCI-60 drug combinations with 297,098 pairs across 59 cell lines. (1) Drug 1: CC(CN1CC(=O)NC(=O)C1)N2CC(=O)NC(=O)C2. Drug 2: CN(C)N=NC1=C(NC=N1)C(=O)N. Cell line: U251. Synergy scores: CSS=28.3, Synergy_ZIP=-10.0, Synergy_Bliss=-5.65, Synergy_Loewe=-7.65, Synergy_HSA=-3.24. (2) Drug 1: CC1=C(C(CCC1)(C)C)C=CC(=CC=CC(=CC(=O)O)C)C. Drug 2: C1=NC(=NC(=O)N1C2C(C(C(O2)CO)O)O)N. Cell line: U251. Synergy scores: CSS=9.44, Synergy_ZIP=-8.94, Synergy_Bliss=-5.36, Synergy_Loewe=-17.7, Synergy_HSA=-6.15. (3) Drug 1: CC1C(C(=O)NC(C(=O)N2CCCC2C(=O)N(CC(=O)N(C(C(=O)O1)C(C)C)C)C)C(C)C)NC(=O)C3=C4C(=C(C=C3)C)OC5=C(C(=O)C(=C(C5=N4)C(=O)NC6C(OC(=O)C(N(C(=O)CN(C(=O)C7CCCN7C(=O)C(NC6=O)C(C)C)C)C)C(C)C)C)N)C. Drug 2: CC1CCC2CC(C(=CC=CC=CC(CC(C(=O)C(C(C(=CC(C(=O)CC(OC(=O)C3CCCCN3C(=O)C(=O)C1(O2)O)C(C)CC4CCC(C(C4)OC)O)C)C)O)OC)C)C)C)OC. Cell line: 786-0. Synergy scores: CSS=33.4, Synergy_ZIP=10.1, Synergy_Bliss=15.2, Synergy_Loewe=3.05, Synergy_HSA=7.15.